From a dataset of Catalyst prediction with 721,799 reactions and 888 catalyst types from USPTO. Predict which catalyst facilitates the given reaction. Reactant: [NH2:1][C@@H:2]([CH2:35][C:36]1[CH:41]=[CH:40][CH:39]=[CH:38][CH:37]=1)[C@@H:3]([NH:24][C:25]([O:27][CH2:28][C:29]1[CH:34]=[CH:33][CH:32]=[CH:31][CH:30]=1)=[O:26])[CH2:4][C:5]([NH:7][C@@H:8]([C@@H:20]([CH3:23])[CH2:21][CH3:22])[C:9]([NH:11][C@@H:12]([CH:17]([CH3:19])[CH3:18])[C:13]([O:15][CH3:16])=[O:14])=[O:10])=[O:6].[CH3:42][C:43]([CH3:64])([CH3:63])[C@H:44]([NH:48][C:49](=[O:62])[C@@H:50]([NH:55][C:56](=[O:61])[CH2:57][CH:58]([CH3:60])[CH3:59])[CH2:51][CH:52]([CH3:54])[CH3:53])[C:45](O)=[O:46].C(N(C(C)C)C(C)C)C.CN(C(ON1N=NC2C=CC=NC1=2)=[N+](C)C)C.F[P-](F)(F)(F)(F)F.C(=O)([O-])O.[Na+]. Product: [CH2:28]([O:27][C:25]([NH:24][C@H:3]([C@@H:2]([NH:1][C:45](=[O:46])[C@@H:44]([NH:48][C:49](=[O:62])[C@@H:50]([NH:55][C:56](=[O:61])[CH2:57][CH:58]([CH3:59])[CH3:60])[CH2:51][CH:52]([CH3:54])[CH3:53])[C:43]([CH3:63])([CH3:42])[CH3:64])[CH2:35][C:36]1[CH:37]=[CH:38][CH:39]=[CH:40][CH:41]=1)[CH2:4][C:5]([NH:7][C@@H:8]([C@@H:20]([CH3:23])[CH2:21][CH3:22])[C:9]([NH:11][C@@H:12]([CH:17]([CH3:19])[CH3:18])[C:13]([O:15][CH3:16])=[O:14])=[O:10])=[O:6])=[O:26])[C:29]1[CH:34]=[CH:33][CH:32]=[CH:31][CH:30]=1. The catalyst class is: 3.